This data is from Full USPTO retrosynthesis dataset with 1.9M reactions from patents (1976-2016). The task is: Predict the reactants needed to synthesize the given product. (1) Given the product [OH:43][C:37]([C:39]([F:42])([F:41])[F:40])=[O:38].[I:1][C:2]1[C:3]([CH3:33])=[C:4]([CH:30]=[CH:31][CH:32]=1)[CH2:5][N:6]1[C:14](=[O:15])[NH:13][C:12]2[C:7]1=[N:8][C:9]([NH:16][CH2:17][C@@H:18]1[CH2:22][CH2:21][NH:20][CH2:19]1)=[N:10][CH:11]=2, predict the reactants needed to synthesize it. The reactants are: [I:1][C:2]1[C:3]([CH3:33])=[C:4]([CH:30]=[CH:31][CH:32]=1)[CH2:5][N:6]1[C:14](=[O:15])[NH:13][C:12]2[C:7]1=[N:8][C:9]([NH:16][CH2:17][C@@H:18]1[CH2:22][CH2:21][N:20](C(OC(C)(C)C)=O)[CH2:19]1)=[N:10][CH:11]=2.C(Cl)Cl.[C:37]([OH:43])([C:39]([F:42])([F:41])[F:40])=[O:38]. (2) Given the product [CH3:1][Si:2]([C:5]#[C:6][C:15]1([OH:18])[CH2:16][CH2:17][O:12][CH2:13][CH2:14]1)([CH3:4])[CH3:3], predict the reactants needed to synthesize it. The reactants are: [CH3:1][Si:2]([C:5]#[CH:6])([CH3:4])[CH3:3].C([Li])CCC.[O:12]1[CH2:17][CH2:16][C:15](=[O:18])[CH2:14][CH2:13]1. (3) Given the product [CH3:11][O:10][C:9]1[CH:8]=[CH:7][C:4]([CH:5]=[O:6])=[CH:3][C:2]=1[O:1][CH2:35][CH2:34][CH2:33][O:32][CH3:31], predict the reactants needed to synthesize it. The reactants are: [OH:1][C:2]1[CH:3]=[C:4]([CH:7]=[CH:8][C:9]=1[O:10][CH3:11])[CH:5]=[O:6].C1(P(C2C=CC=CC=2)C2C=CC=CC=2)C=CC=CC=1.[CH3:31][O:32][CH2:33][CH2:34][CH2:35]O.CC(OC(/N=N/C(OC(C)C)=O)=O)C.